Dataset: Full USPTO retrosynthesis dataset with 1.9M reactions from patents (1976-2016). Task: Predict the reactants needed to synthesize the given product. (1) The reactants are: [Br:1][C:2]1[S:6][C:5]([CH2:7]Cl)=[N:4][CH:3]=1.[CH3:9][S-:10].[Na+]. Given the product [Br:1][C:2]1[S:6][C:5]([CH2:7][S:10][CH3:9])=[N:4][CH:3]=1, predict the reactants needed to synthesize it. (2) Given the product [Br:19][C:7]1[C:2]([Cl:1])=[C:3]([C:17]#[N:18])[C:4](=[O:16])[N:5]([C:8]2[C:13]([F:14])=[CH:12][CH:11]=[CH:10][C:9]=2[F:15])[CH:6]=1, predict the reactants needed to synthesize it. The reactants are: [Cl:1][C:2]1[CH:7]=[CH:6][N:5]([C:8]2[C:13]([F:14])=[CH:12][CH:11]=[CH:10][C:9]=2[F:15])[C:4](=[O:16])[C:3]=1[C:17]#[N:18].[Br:19]N1C(=O)CCC1=O.O. (3) Given the product [Cl:13][C:14]1[C:15]([CH3:30])=[C:16]([O:29][CH2:5][C:4]2[CH:3]=[C:2]([C:2]3[CH:11]=[C:10]([F:12])[CH:9]=[C:4]([C:5]([OH:7])=[O:6])[CH:3]=3)[CH:11]=[CH:10][CH:9]=2)[CH:17]=[C:18]2[C:22]=1[C:21](=[O:23])[CH:20]([CH:24]1[CH2:28][CH2:27][CH2:26][CH2:25]1)[CH2:19]2, predict the reactants needed to synthesize it. The reactants are: Br[C:2]1[CH:3]=[C:4]([CH:9]=[C:10]([F:12])[CH:11]=1)[C:5]([O:7]C)=[O:6].[Cl:13][C:14]1[C:15]([CH3:30])=[C:16]([OH:29])[CH:17]=[C:18]2[C:22]=1[C:21](=[O:23])[CH:20]([CH:24]1[CH2:28][CH2:27][CH2:26][CH2:25]1)[CH2:19]2. (4) The reactants are: [CH2:1]([O:4][C:5]1[CH:12]=[CH:11][C:8]([CH:9]=O)=[CH:7][C:6]=1[Br:13])[CH:2]=[CH2:3].[N:14]([CH2:17][C:18]([O:20][CH2:21][CH3:22])=[O:19])=[N+:15]=[N-:16].CC[O-].[Na+].O. Given the product [CH2:1]([O:4][C:5]1[CH:12]=[CH:11][C:8]([CH:9]=[C:17]([N:14]=[N+:15]=[N-:16])[C:18]([O:20][CH2:21][CH3:22])=[O:19])=[CH:7][C:6]=1[Br:13])[CH:2]=[CH2:3], predict the reactants needed to synthesize it. (5) Given the product [CH2:6]([NH:13][C:14]1[CH:23]=[CH:22][C:17]([C:18]([OH:20])=[O:19])=[C:16]([NH:24][C:25]2[CH:26]=[CH:27][C:28]([F:31])=[CH:29][CH:30]=2)[CH:15]=1)[C:7]1[CH:8]=[CH:9][CH:10]=[CH:11][CH:12]=1, predict the reactants needed to synthesize it. The reactants are: [OH-].[Na+].C(O)C.[CH2:6]([NH:13][C:14]1[CH:23]=[CH:22][C:17]([C:18]([O:20]C)=[O:19])=[C:16]([NH:24][C:25]2[CH:30]=[CH:29][C:28]([F:31])=[CH:27][CH:26]=2)[CH:15]=1)[C:7]1[CH:12]=[CH:11][CH:10]=[CH:9][CH:8]=1.[Cl-].[Na+]. (6) Given the product [Br:14][C:5]1[CH:6]=[C:7]([O:12][CH3:13])[C:8]([O:10][CH3:11])=[CH:9][C:4]=1[C:3]([O:2][NH:17][NH2:18])=[O:15], predict the reactants needed to synthesize it. The reactants are: C[O:2][C:3](=[O:15])[C:4]1[CH:9]=[C:8]([O:10][CH3:11])[C:7]([O:12][CH3:13])=[CH:6][C:5]=1[Br:14].O.[NH2:17][NH2:18]. (7) Given the product [CH3:15][O:14][C:7]1[C:8]([C:10]([O:12][CH3:13])=[O:11])=[N:9][C:4]([N+:1]([O-:3])=[O:2])=[CH:5][N:6]=1, predict the reactants needed to synthesize it. The reactants are: [N+:1]([C:4]1[N:9]=[C:8]([C:10]([O:12][CH3:13])=[O:11])[C:7](=[O:14])[NH:6][CH:5]=1)([O-:3])=[O:2].[CH2:15](N(C(C)C)C(C)C)C.C[Si](C=[N+]=[N-])(C)C.Cl.